From a dataset of Catalyst prediction with 721,799 reactions and 888 catalyst types from USPTO. Predict which catalyst facilitates the given reaction. (1) Reactant: [H-].[H-].[H-].[H-].[Li+].[Al+3].C[O:8][C:9](=O)[CH2:10][N:11]1[CH:20]([CH3:21])[CH2:19][C:18]2[C:17]([O:22][C:23]3[CH:24]=[C:25]4[C:29](=[CH:30][CH:31]=3)[N:28]([C:32](=[O:44])[NH:33][C:34]3[CH:39]=[CH:38][CH:37]=[C:36]([C:40]([F:43])([F:42])[F:41])[CH:35]=3)[CH:27]=[CH:26]4)=[N:16][CH:15]=[N:14][C:13]=2[CH2:12]1. Product: [F:43][C:40]([F:41])([F:42])[C:36]1[CH:35]=[C:34]([NH:33][C:32]([N:28]2[C:29]3[C:25](=[CH:24][C:23]([O:22][C:17]4[C:18]5[CH2:19][CH:20]([CH3:21])[N:11]([CH2:10][CH2:9][OH:8])[CH2:12][C:13]=5[N:14]=[CH:15][N:16]=4)=[CH:31][CH:30]=3)[CH:26]=[CH:27]2)=[O:44])[CH:39]=[CH:38][CH:37]=1. The catalyst class is: 1. (2) Reactant: [Br:1][C:2]1[CH:3]=[C:4]2[C:10]([I:11])=[CH:9][NH:8][C:5]2=[N:6][CH:7]=1.[H-].[Na+].[C:14]1([CH3:24])[CH:19]=[CH:18][C:17]([S:20](Cl)(=[O:22])=[O:21])=[CH:16][CH:15]=1.Cl. Product: [Br:1][C:2]1[CH:3]=[C:4]2[C:10]([I:11])=[CH:9][N:8]([S:20]([C:17]3[CH:18]=[CH:19][C:14]([CH3:24])=[CH:15][CH:16]=3)(=[O:22])=[O:21])[C:5]2=[N:6][CH:7]=1. The catalyst class is: 1. (3) Reactant: Br[C:2]1[C:12]2[O:11][CH2:10][CH2:9][N:8]([C:13]([O:15][C:16]([CH3:19])([CH3:18])[CH3:17])=[O:14])[CH2:7][C:6]=2[CH:5]=[CH:4][CH:3]=1.[C:20](B1OC(C)(C)C(C)(C)O1)([CH3:22])=[CH2:21].C(=O)([O-])[O-].[Na+].[Na+].O. Product: [CH3:22][C:20]([C:2]1[C:12]2[O:11][CH2:10][CH2:9][N:8]([C:13]([O:15][C:16]([CH3:19])([CH3:18])[CH3:17])=[O:14])[CH2:7][C:6]=2[CH:5]=[CH:4][CH:3]=1)=[CH2:21]. The catalyst class is: 564. (4) Reactant: [CH:1]([C:4]1[CH:9]=[CH:8][C:7]([CH:10]2[C:14]3[C:15]([CH3:21])=[CH:16][C:17]([CH3:20])=[C:18]([CH3:19])[C:13]=3[O:12][C:11]2=[O:22])=[CH:6][CH:5]=1)([CH3:3])[CH3:2].[H-].[Na+].[CH3:25]I.O. Product: [CH:1]([C:4]1[CH:5]=[CH:6][C:7]([C:10]2([CH3:25])[C:14]3[C:15]([CH3:21])=[CH:16][C:17]([CH3:20])=[C:18]([CH3:19])[C:13]=3[O:12][C:11]2=[O:22])=[CH:8][CH:9]=1)([CH3:3])[CH3:2]. The catalyst class is: 3. (5) Reactant: [CH2:1]([O:8][C:9]([NH:11][C@H:12]1[CH2:17][CH2:16][C@@H:15]([NH:18][C:19](=[O:25])[O:20][C:21]([CH3:24])([CH3:23])[CH3:22])[CH2:14][C@H:13]1[CH2:26][OH:27])=[O:10])[C:2]1[CH:7]=[CH:6][CH:5]=[CH:4][CH:3]=1.[C:28]1(O)[CH:33]=[CH:32][CH:31]=[CH:30][CH:29]=1.C1(P(C2C=CC=CC=2)C2C=CC=CC=2)C=CC=CC=1.N(C(OCC)=O)=NC(OCC)=O. Product: [CH2:1]([O:8][C:9]([NH:11][C@H:12]1[CH2:17][CH2:16][C@@H:15]([NH:18][C:19](=[O:25])[O:20][C:21]([CH3:22])([CH3:23])[CH3:24])[CH2:14][C@H:13]1[CH2:26][O:27][C:28]1[CH:33]=[CH:32][CH:31]=[CH:30][CH:29]=1)=[O:10])[C:2]1[CH:3]=[CH:4][CH:5]=[CH:6][CH:7]=1. The catalyst class is: 7. (6) Reactant: Cl[C:2](=[C:21]1[C:29]2[C:24](=[CH:25][CH:26]=[C:27]([N+:30]([O-:32])=[O:31])[CH:28]=2)[N:23]([C:33](=[O:35])[CH3:34])[C:22]1=[O:36])[C:3]1[CH:8]=[CH:7][C:6]([CH2:9][N:10]2[C:14](=[O:15])[C:13]3=[CH:16][CH:17]=[CH:18][CH:19]=[C:12]3[C:11]2=[O:20])=[CH:5][CH:4]=1.[C:37]([O:41][C:42]([NH:44][CH2:45][C:46]1[CH:52]=[CH:51][C:49]([NH2:50])=[CH:48][CH:47]=1)=[O:43])([CH3:40])([CH3:39])[CH3:38].C(N(CC)CC)C. Product: [C:37]([O:41][C:42]([NH:44][CH2:45][C:46]1[CH:52]=[CH:51][C:49]([NH:50]/[C:2](=[C:21]2\[C:22](=[O:36])[N:23]([C:33](=[O:35])[CH3:34])[C:24]3[C:29]\2=[CH:28][C:27]([N+:30]([O-:32])=[O:31])=[CH:26][CH:25]=3)/[C:3]2[CH:8]=[CH:7][C:6]([CH2:9][N:10]3[C:14](=[O:15])[C:13]4=[CH:16][CH:17]=[CH:18][CH:19]=[C:12]4[C:11]3=[O:20])=[CH:5][CH:4]=2)=[CH:48][CH:47]=1)=[O:43])([CH3:40])([CH3:38])[CH3:39]. The catalyst class is: 4. (7) Reactant: [F:1][C:2]1[C:7]([O:8][CH3:9])=[CH:6][C:5]([O:10][CH3:11])=[C:4]([F:12])[C:3]=1[N:13]1[CH2:18][C:17]2[CH:19]=[N:20][C:21]3[N:25](S(C4C=CC=CC=4)(=O)=O)[CH:24]=[CH:23][C:22]=3[C:16]=2[N:15](CCO)[C:14]1=[O:38].CC(C)([O-])C.[K+].C1COCC1. Product: [F:12][C:4]1[C:5]([O:10][CH3:11])=[CH:6][C:7]([O:8][CH3:9])=[C:2]([F:1])[C:3]=1[N:13]1[CH2:18][C:17]2[CH:19]=[N:20][C:21]3[NH:25][CH:24]=[CH:23][C:22]=3[C:16]=2[NH:15][C:14]1=[O:38]. The catalyst class is: 2.